This data is from Reaction yield outcomes from USPTO patents with 853,638 reactions. The task is: Predict the reaction yield, written as a fraction of the theoretical maximum amount of product (1.0 means a 100% yield; for example, 0.34 means a 34% yield). (1) The reactants are [NH2:1][C:2]1[CH:3]=[C:4]([C:9]2[C:17]3[C:16]([NH:18][C@H:19]([C:21]4[N:26]([C:27]5[CH:32]=[CH:31][CH:30]=[CH:29][CH:28]=5)[C:25](=[O:33])[C:24]5=[C:34]([CH3:37])[CH:35]=[CH:36][N:23]5[N:22]=4)[CH3:20])=[N:15][CH:14]=[N:13][C:12]=3[N:11]([CH2:38][O:39][CH2:40][CH2:41][Si:42]([CH3:45])([CH3:44])[CH3:43])[CH:10]=2)[CH:5]=[C:6]([F:8])[CH:7]=1.N1C=CC=CC=1.[S:52](Cl)(=[O:55])(=[O:54])[NH2:53]. The catalyst is O1CCCC1. The product is [F:8][C:6]1[CH:7]=[C:2]([NH:1][S:52]([NH2:53])(=[O:55])=[O:54])[CH:3]=[C:4]([C:9]2[C:17]3[C:16]([NH:18][C@H:19]([C:21]4[N:26]([C:27]5[CH:32]=[CH:31][CH:30]=[CH:29][CH:28]=5)[C:25](=[O:33])[C:24]5=[C:34]([CH3:37])[CH:35]=[CH:36][N:23]5[N:22]=4)[CH3:20])=[N:15][CH:14]=[N:13][C:12]=3[N:11]([CH2:38][O:39][CH2:40][CH2:41][Si:42]([CH3:43])([CH3:45])[CH3:44])[CH:10]=2)[CH:5]=1. The yield is 0.930. (2) The reactants are [N:1]1[C:10]2[CH:9]([NH:11][CH2:12][CH2:13][CH2:14][CH2:15][N:16]3[C:24](=[O:25])[C:23]4[C:18](=[CH:19][CH:20]=[CH:21][CH:22]=4)[C:17]3=[O:26])[CH2:8][CH2:7][CH2:6][C:5]=2[CH:4]=[CH:3][CH:2]=1.[BH-](O[C:37]([CH3:39])=O)(OC(C)=O)OC(C)=O.[Na+]. The product is [CH3:2][N:1]1[C:10]2[CH:5]=[CH:6][CH:7]=[CH:8][C:9]=2[N:11]=[C:37]1[CH2:39][N:11]([CH:9]1[C:10]2[N:1]=[CH:2][CH:3]=[CH:4][C:5]=2[CH2:6][CH2:7][CH2:8]1)[CH2:12][CH2:13][CH2:14][CH2:15][N:16]1[C:24](=[O:25])[C:23]2[C:18](=[CH:19][CH:20]=[CH:21][CH:22]=2)[C:17]1=[O:26]. The yield is 0.360. The catalyst is ClCCl.